From a dataset of HIV replication inhibition screening data with 41,000+ compounds from the AIDS Antiviral Screen. Binary Classification. Given a drug SMILES string, predict its activity (active/inactive) in a high-throughput screening assay against a specified biological target. (1) The drug is Cc1cc(C)nc(NS(=O)(=O)c2ccc(N=c3c4ccccc4n(Cc4ccccc4)c4ccccc34)cc2)n1. The result is 0 (inactive). (2) The drug is O=C(O)c1cc(NCc2cc(O)ccc2O)ccc1O. The result is 0 (inactive). (3) The compound is O=c1oc(-c2ccccc2)nnc1-c1ccccc1. The result is 0 (inactive). (4) The molecule is Cc1ccc(-c2c(C#N)c(-c3ccc([N+](=O)[O-])cc3)c(C#N)c(=O)n2NS(=O)(=O)c2ccccc2)cc1. The result is 0 (inactive). (5) The compound is COc1ccccc1OS(=O)(=O)c1ccc(C)cc1. The result is 0 (inactive).